Dataset: CYP2D6 inhibition data for predicting drug metabolism from PubChem BioAssay. Task: Regression/Classification. Given a drug SMILES string, predict its absorption, distribution, metabolism, or excretion properties. Task type varies by dataset: regression for continuous measurements (e.g., permeability, clearance, half-life) or binary classification for categorical outcomes (e.g., BBB penetration, CYP inhibition). Dataset: cyp2d6_veith. (1) The result is 0 (non-inhibitor). The molecule is COc1cc(NC(=S)Nc2ccc(S(=O)(=O)N3CCOCC3)cc2)cc(OC)c1OC. (2) The molecule is COCCn1c(=O)c(-c2cccc(C#N)c2)nc2cnc(N3CCOCC3)nc21. The result is 0 (non-inhibitor).